This data is from Full USPTO retrosynthesis dataset with 1.9M reactions from patents (1976-2016). The task is: Predict the reactants needed to synthesize the given product. (1) Given the product [CH3:9][O:11][C:12]([C:14]1[CH:15]=[CH:16][N:17]2[C:22]=1[C:21](=[O:23])[N:20]([CH2:24][C:25]1[CH:26]=[CH:27][CH:28]=[CH:29][CH:30]=1)[C:19]([CH:31]=[CH:3][N:4]([CH3:6])[CH3:5])=[N:18]2)=[O:13], predict the reactants needed to synthesize it. The reactants are: CO[CH:3](OC)[N:4]([CH3:6])[CH3:5].[CH2:9]([O:11][C:12]([C:14]1[CH:15]=[CH:16][N:17]2[C:22]=1[C:21](=[O:23])[N:20]([CH2:24][C:25]1[CH:30]=[CH:29][CH:28]=[CH:27][CH:26]=1)[C:19]([CH3:31])=[N:18]2)=[O:13])C. (2) Given the product [Cl:35][C:34]1[C:33]([O:36][CH3:37])=[CH:32][C:31]([O:38][CH3:39])=[C:30]([Cl:40])[C:29]=1[C:7]1[C:8](=[O:28])[N:9]([CH2:12][CH2:13][CH2:14][N:15]2[CH2:16][CH2:17][N:18]([C:21]([O:23][C:24]([CH3:25])([CH3:26])[CH3:27])=[O:22])[CH2:19][CH2:20]2)[C:10]2[C:5]([CH:6]=1)=[CH:4][N:3]=[C:2]([NH:42][CH3:41])[CH:11]=2, predict the reactants needed to synthesize it. The reactants are: Cl[C:2]1[CH:11]=[C:10]2[C:5]([CH:6]=[C:7]([C:29]3[C:34]([Cl:35])=[C:33]([O:36][CH3:37])[CH:32]=[C:31]([O:38][CH3:39])[C:30]=3[Cl:40])[C:8](=[O:28])[N:9]2[CH2:12][CH2:13][CH2:14][N:15]2[CH2:20][CH2:19][N:18]([C:21]([O:23][C:24]([CH3:27])([CH3:26])[CH3:25])=[O:22])[CH2:17][CH2:16]2)=[CH:4][N:3]=1.[CH3:41][NH2:42].